This data is from Microsomal clearance measurements from AstraZeneca. The task is: Regression/Classification. Given a drug SMILES string, predict its absorption, distribution, metabolism, or excretion properties. Task type varies by dataset: regression for continuous measurements (e.g., permeability, clearance, half-life) or binary classification for categorical outcomes (e.g., BBB penetration, CYP inhibition). For this dataset (clearance_microsome_az), we predict log10(clearance) (log10 of the in vitro intrinsic clearance, CLint, in uL/min per mg of human liver microsomal protein, equivalently mL/min/g; values are censored to the assay range of 3 to 150, which is 0.477 to 2.18 on this log10 scale). (1) The compound is O=C(NC[C@@H](O)CN1CCC(Oc2ccc(Cl)c(Cl)c2)CC1)c1cnnc2ccccc12. The log10(clearance) is 0.900. (2) The drug is CN1C(=O)CN=C(c2ccccc2)c2cc(Cl)ccc21. The log10(clearance) is 0.760. (3) The drug is CC(C(=O)O)c1ccc(C(=O)c2cccs2)cc1. The log10(clearance) is 0.480. (4) The molecule is CCC[C@H](CO)Nc1nc(S[C@@H](C)c2cccc(C#N)c2)nc2[nH]c(=O)sc12. The log10(clearance) is 1.72. (5) The drug is Cc1c(Cl)ccc(OC2CCN(C[C@H](O)CNC(=O)c3c[nH]c(=O)c4ccc(S(C)(=O)=O)cc34)CC2)c1Cl. The log10(clearance) is 0.480. (6) The drug is Nc1ncnc2c1ncn2[C@@H]1O[C@H](CSCCCNC(=O)Nc2ccccc2)[C@@H](O)[C@H]1O. The log10(clearance) is 0.990.